Dataset: Orexin1 receptor HTS with 218,158 compounds and 233 confirmed actives. Task: Binary Classification. Given a drug SMILES string, predict its activity (active/inactive) in a high-throughput screening assay against a specified biological target. The molecule is O=C1N(N=C(/C1=C\c1c(n(c(c1)C)C)C)C)c1ccccc1. The result is 0 (inactive).